From a dataset of Forward reaction prediction with 1.9M reactions from USPTO patents (1976-2016). Predict the product of the given reaction. (1) Given the reactants [OH:1][C@:2]1([C:17]2[CH:22]=[CH:21][C:20]([CH2:23][O:24][CH2:25][C@@H:26]([CH3:30])[CH2:27][O:28][CH3:29])=[CH:19][CH:18]=2)[CH2:7][CH2:6][N:5]([C:8]([O:10][C:11]([CH3:14])([CH3:13])[CH3:12])=[O:9])[CH2:4][C@@H:3]1[CH2:15][OH:16].CC(OI1(OC(C)=O)(OC(C)=O)OC(=O)C2C=CC=CC1=2)=O.N1C=CC=CC=1.C(O)(C)(C)C, predict the reaction product. The product is: [CH:15]([C@@H:3]1[C@@:2]([OH:1])([C:17]2[CH:18]=[CH:19][C:20]([CH2:23][O:24][CH2:25][C@@H:26]([CH3:30])[CH2:27][O:28][CH3:29])=[CH:21][CH:22]=2)[CH2:7][CH2:6][N:5]([C:8]([O:10][C:11]([CH3:12])([CH3:14])[CH3:13])=[O:9])[CH2:4]1)=[O:16]. (2) Given the reactants [Br:1][C:2]1[CH:7]=[CH:6][N:5]=[C:4]2[N:8]([S:12]([C:15]3[CH:20]=[CH:19][CH:18]=[CH:17][CH:16]=3)(=[O:14])=[O:13])[C:9](I)=[CH:10][C:3]=12.CC1(C)C(C)(C)OB([C:29]2[CH:34]=[CH:33][C:32]([N:35]3[CH2:40][CH2:39][O:38][CH2:37][CH2:36]3)=[CH:31][CH:30]=2)O1.C([O-])(O)=O.[Na+], predict the reaction product. The product is: [Br:1][C:2]1[CH:7]=[CH:6][N:5]=[C:4]2[N:8]([S:12]([C:15]3[CH:20]=[CH:19][CH:18]=[CH:17][CH:16]=3)(=[O:14])=[O:13])[C:9]([C:29]3[CH:30]=[CH:31][C:32]([N:35]4[CH2:36][CH2:37][O:38][CH2:39][CH2:40]4)=[CH:33][CH:34]=3)=[CH:10][C:3]=12. (3) Given the reactants [NH2:1][C:2]1[C:11]([CH3:12])=[CH:10][CH:9]=[CH:8][C:3]=1[C:4]([O:6][CH3:7])=[O:5].[BrH:13].OO.OS([O-])=O.[Na+].C([O-])([O-])=O.[Na+].[Na+], predict the reaction product. The product is: [NH2:1][C:2]1[C:11]([CH3:12])=[CH:10][C:9]([Br:13])=[CH:8][C:3]=1[C:4]([O:6][CH3:7])=[O:5]. (4) Given the reactants [F:1][C:2]([F:32])([F:31])[C:3]1[CH:4]=[C:5]([CH:24]=[C:25]([C:27]([F:30])([F:29])[F:28])[CH:26]=1)[C:6]([N:8]1[CH2:13][CH2:12][NH:11][CH2:10][C@H:9]1[CH2:14][C:15]1[C:23]2[C:18](=[CH:19][CH:20]=[CH:21][CH:22]=2)[NH:17][CH:16]=1)=[O:7].[CH3:33][C@H:34]1[CH2:39][O:38][CH2:37][C@H:36]([CH3:40])[N:35]1[CH2:41][C:42]#[C:43][CH2:44]Cl.C(=O)([O-])[O-].[K+].[K+], predict the reaction product. The product is: [F:30][C:27]([F:28])([F:29])[C:25]1[CH:24]=[C:5]([CH:4]=[C:3]([C:2]([F:1])([F:31])[F:32])[CH:26]=1)[C:6]([N:8]1[CH2:13][CH2:12][N:11]([CH2:44][C:43]#[C:42][CH2:41][N:35]2[C@@H:36]([CH3:40])[CH2:37][O:38][CH2:39][C@@H:34]2[CH3:33])[CH2:10][C@H:9]1[CH2:14][C:15]1[C:23]2[C:18](=[CH:19][CH:20]=[CH:21][CH:22]=2)[NH:17][CH:16]=1)=[O:7]. (5) Given the reactants [Br:1][C:2]1[CH:7]=[CH:6][CH:5]=[CH:4][C:3]=1[C:8]1[N:9]=[CH:10][NH:11][CH:12]=1.C(N(CC)CC)C.[C:20](Cl)([C:33]1[CH:38]=[CH:37][CH:36]=[CH:35][CH:34]=1)([C:27]1[CH:32]=[CH:31][CH:30]=[CH:29][CH:28]=1)[C:21]1[CH:26]=[CH:25][CH:24]=[CH:23][CH:22]=1, predict the reaction product. The product is: [Br:1][C:2]1[CH:7]=[CH:6][CH:5]=[CH:4][C:3]=1[C:8]1[N:9]=[CH:10][N:11]([C:20]([C:21]2[CH:26]=[CH:25][CH:24]=[CH:23][CH:22]=2)([C:33]2[CH:34]=[CH:35][CH:36]=[CH:37][CH:38]=2)[C:27]2[CH:28]=[CH:29][CH:30]=[CH:31][CH:32]=2)[CH:12]=1.